Predict the product of the given reaction. From a dataset of Forward reaction prediction with 1.9M reactions from USPTO patents (1976-2016). (1) Given the reactants [C:1]1([CH2:7][SH:8])[CH:6]=[CH:5][CH:4]=[CH:3][CH:2]=1.C(=O)([O-])[O-].[K+].[K+].Cl[C:16]1[C:21]([Cl:22])=[CH:20][C:19]([N+:23]([O-:25])=[O:24])=[CH:18][N:17]=1, predict the reaction product. The product is: [CH2:7]([S:8][C:16]1[C:21]([Cl:22])=[CH:20][C:19]([N+:23]([O-:25])=[O:24])=[CH:18][N:17]=1)[C:1]1[CH:6]=[CH:5][CH:4]=[CH:3][CH:2]=1. (2) Given the reactants [OH:1][CH2:2][C:3]1[N:7]([CH:8]2[C:17]3[C:12](=[CH:13][CH:14]=[CH:15][CH:16]=3)[C:11](=[O:18])[O:10][C:9]2([CH3:20])[CH3:19])[CH:6]=[N:5][CH:4]=1, predict the reaction product. The product is: [CH3:19][C:9]1([CH3:20])[CH:8]([N:7]2[C:3]([CH:2]=[O:1])=[CH:4][N:5]=[CH:6]2)[C:17]2[C:12](=[CH:13][CH:14]=[CH:15][CH:16]=2)[C:11](=[O:18])[O:10]1. (3) Given the reactants Br[C:2]1[CH:7]=[C:6]([F:8])[CH:5]=[C:4]([F:9])[C:3]=1[F:10].N#N.[CH3:13][CH2:14][OH:15].[Li][CH:17](CC)C.C1CCCCC1.B(F)(F)F.C(OCC)C, predict the reaction product. The product is: [F:10][C:3]1[C:4]([F:9])=[CH:5][C:6]([F:8])=[CH:7][C:2]=1[CH2:13][C@H:14]([OH:15])[CH3:17]. (4) Given the reactants Cl[C:2]1[CH:7]=[C:6]([CH3:8])[N:5]=[C:4]([CH3:9])[C:3]=1[C:10]([C:12]1[S:13][CH:14]=[CH:15][CH:16]=1)=O.O.[NH2:18][NH2:19], predict the reaction product. The product is: [CH3:9][C:4]1[C:3]2[C:10]([C:12]3[S:13][CH:14]=[CH:15][CH:16]=3)=[N:18][NH:19][C:2]=2[CH:7]=[C:6]([CH3:8])[N:5]=1.